This data is from Peptide-MHC class II binding affinity with 134,281 pairs from IEDB. The task is: Regression. Given a peptide amino acid sequence and an MHC pseudo amino acid sequence, predict their binding affinity value. This is MHC class II binding data. (1) The peptide sequence is LDYLRRMTVFLQGLM. The MHC is DRB1_0301 with pseudo-sequence DRB1_0301. The binding affinity (normalized) is 0.169. (2) The peptide sequence is PVQRHPRSLFPEFSE. The MHC is DRB1_0101 with pseudo-sequence DRB1_0101. The binding affinity (normalized) is 0.227. (3) The peptide sequence is CGNGTPNELGGANIPAEFLE. The MHC is DRB1_0301 with pseudo-sequence DRB1_0301. The binding affinity (normalized) is 0.